This data is from Forward reaction prediction with 1.9M reactions from USPTO patents (1976-2016). The task is: Predict the product of the given reaction. Given the reactants [NH2:1][C:2]1[C:3]2[N:11]=[C:10]([C:12]3[CH:13]=[C:14]([CH:18]=[C:19]([F:21])[CH:20]=3)[C:15]([OH:17])=O)[CH:9]=[CH:8][C:4]=2[N:5]=[CH:6][N:7]=1.[CH3:22][N:23]1[CH2:28][CH2:27][CH:26]([CH2:29][NH2:30])[CH2:25][CH2:24]1.CN(C(ON1N=NC2C=CC=NC1=2)=[N+](C)C)C.F[P-](F)(F)(F)(F)F.CCN(C(C)C)C(C)C, predict the reaction product. The product is: [NH2:1][C:2]1[C:3]2[N:11]=[C:10]([C:12]3[CH:13]=[C:14]([CH:18]=[C:19]([F:21])[CH:20]=3)[C:15]([NH:30][CH2:29][CH:26]3[CH2:27][CH2:28][N:23]([CH3:22])[CH2:24][CH2:25]3)=[O:17])[CH:9]=[CH:8][C:4]=2[N:5]=[CH:6][N:7]=1.